From a dataset of Forward reaction prediction with 1.9M reactions from USPTO patents (1976-2016). Predict the product of the given reaction. (1) The product is: [CH3:1][O:2][C:3]([C:5]1[CH:6]=[C:7]([C:16]2[CH:21]=[CH:20][C:19]([C:22]([F:25])([F:24])[F:23])=[CH:18][CH:17]=2)[C:8]([O:11][CH2:12][CH2:13][CH2:14][O:26][N:27]2[C:31](=[O:32])[C:30]3[C:29](=[CH:36][CH:35]=[CH:34][CH:33]=3)[C:28]2=[O:37])=[CH:9][CH:10]=1)=[O:4]. Given the reactants [CH3:1][O:2][C:3]([C:5]1[CH:6]=[C:7]([C:16]2[CH:21]=[CH:20][C:19]([C:22]([F:25])([F:24])[F:23])=[CH:18][CH:17]=2)[C:8]([O:11][CH2:12][CH2:13][CH2:14]Br)=[CH:9][CH:10]=1)=[O:4].[OH:26][N:27]1[C:31](=[O:32])[C:30]2=[CH:33][CH:34]=[CH:35][CH:36]=[C:29]2[C:28]1=[O:37].C(N(CC)C(C)C)(C)C, predict the reaction product. (2) Given the reactants [C:1]([C:5]1[N:6]=[C:7]([C:10]2[CH:15]=[CH:14][CH:13]=[CH:12][C:11]=2[NH:16][C:17]([O:19][CH2:20][CH:21]2[CH2:26][CH2:25][N:24](C(OC(C)(C)C)=O)[CH2:23][CH2:22]2)=[O:18])[S:8][CH:9]=1)([CH3:4])([CH3:3])[CH3:2].[ClH:34], predict the reaction product. The product is: [ClH:34].[C:1]([C:5]1[N:6]=[C:7]([C:10]2[CH:15]=[CH:14][CH:13]=[CH:12][C:11]=2[NH:16][C:17](=[O:18])[O:19][CH2:20][CH:21]2[CH2:22][CH2:23][NH:24][CH2:25][CH2:26]2)[S:8][CH:9]=1)([CH3:4])([CH3:2])[CH3:3]. (3) Given the reactants [CH:1]([O:4][C:5]1[CH:13]=[CH:12][C:11]([S:14]([CH3:17])(=[O:16])=[O:15])=[CH:10][C:6]=1[C:7]([OH:9])=O)([CH3:3])[CH3:2].[NH:18]1[CH2:22][CH2:21][CH:20]([OH:23])[CH2:19]1, predict the reaction product. The product is: [OH:23][CH:20]1[CH2:21][CH2:22][N:18]([C:7]([C:6]2[CH:10]=[C:11]([S:14]([CH3:17])(=[O:16])=[O:15])[CH:12]=[CH:13][C:5]=2[O:4][CH:1]([CH3:2])[CH3:3])=[O:9])[CH2:19]1. (4) Given the reactants [K+].[Br-:2].C(OC(N1CCN(C2N=C3C(N=C([C:25]4[C:26](=O)[NH:27][CH:28]=[CH:29][C:30]=4Cl)N3)=C(C)N=2)CC1)=O)(C)(C)C.C(OC(N1CCN(C2N=C3C(N=C(C4C(OC)=N[CH:59]=[CH:60][C:61]=4I)N3)=C(C)N=2)CC1)=O)(C)(C)C.Cl.C(N(CC)CC)C.[C:82](O[C:82]([O:84][C:85]([CH3:88])([CH3:87])[CH3:86])=[O:83])([O:84][C:85]([CH3:88])([CH3:87])[CH3:86])=[O:83].[C:89]([O-:92])(O)=O.[Na+], predict the reaction product. The product is: [C:85]([O:84][C:82](=[O:83])[NH:27][C@H:28]([CH2:89][OH:92])[CH2:29][C:30]1[CH:25]=[CH:26][CH:59]=[C:60]([Br:2])[CH:61]=1)([CH3:86])([CH3:87])[CH3:88]. (5) Given the reactants C[O:2][C:3]([C:5]1[CH:10]=[C:9]([C:11]2[CH:16]=[CH:15][C:14]([Cl:17])=[C:13]([Cl:18])[CH:12]=2)[CH:8]=[CH:7][N:6]=1)=O.[H-].[Al+3].[Li+].[H-].[H-].[H-].C1COCC1, predict the reaction product. The product is: [Cl:18][C:13]1[CH:12]=[C:11]([C:9]2[CH:8]=[CH:7][N:6]=[C:5]([CH2:3][OH:2])[CH:10]=2)[CH:16]=[CH:15][C:14]=1[Cl:17]. (6) Given the reactants C(OC([N:8]1[CH2:11][CH:10]([NH:12][C:13]2[CH:14]=[N:15][CH:16]=[C:17]([N:19]3[C:27](=[O:28])[C:26]4[C:21](=[CH:22][C:23]([Cl:29])=[CH:24][CH:25]=4)[C:20]3([CH3:31])[CH3:30])[CH:18]=2)[CH2:9]1)=O)(C)(C)C.C(Cl)(=O)C, predict the reaction product. The product is: [NH:8]1[CH2:9][CH:10]([NH:12][C:13]2[CH:18]=[C:17]([N:19]3[C:20]([CH3:30])([CH3:31])[C:21]4[C:26](=[CH:25][CH:24]=[C:23]([Cl:29])[CH:22]=4)[C:27]3=[O:28])[CH:16]=[N:15][CH:14]=2)[CH2:11]1. (7) Given the reactants [CH2:1]([O:3][C:4](=[O:14])[CH2:5]P(OCC)(OCC)=O)[CH3:2].[H-].[Na+].[C:17]([O:20][CH2:21][C:22]([CH3:51])([CH3:50])[CH2:23][N:24]1[C:30]2[CH:31]=[CH:32][C:33]([Cl:35])=[CH:34][C:29]=2[C@@H:28]([C:36]2[CH:41]=[CH:40][CH:39]=[C:38]([O:42][CH3:43])[C:37]=2[O:44][CH3:45])[O:27][C@H:26]([CH2:46][CH:47]=O)[C:25]1=[O:49])(=[O:19])[CH3:18], predict the reaction product. The product is: [C:17]([O:20][CH2:21][C:22]([CH3:50])([CH3:51])[CH2:23][N:24]1[C:30]2[CH:31]=[CH:32][C:33]([Cl:35])=[CH:34][C:29]=2[C@@H:28]([C:36]2[CH:41]=[CH:40][CH:39]=[C:38]([O:42][CH3:43])[C:37]=2[O:44][CH3:45])[O:27][C@H:26]([CH2:46]/[CH:47]=[CH:5]/[C:4]([O:3][CH2:1][CH3:2])=[O:14])[C:25]1=[O:49])(=[O:19])[CH3:18].